This data is from Experimentally validated miRNA-target interactions with 360,000+ pairs, plus equal number of negative samples. The task is: Binary Classification. Given a miRNA mature sequence and a target amino acid sequence, predict their likelihood of interaction. (1) The miRNA is hsa-miR-6512-3p with sequence UUCCAGCCCUUCUAAUGGUAGG. The protein sequence of the target gene is MDLARKEFLRGNGLAAGKMNISIDLDTNYAELVLNVGRVTLGENNRKKMKDCQLRKQQNENVSRAVCALLNSGGGVIKAEVENKGYSYKKDGIGLDLENSFSNMLPFVPNFLDFMQNGNYFHIFVKSWSLETSGPQIATLSSSLYKRDVTSAKVMNASAALEFLKDMEKTGGRAYLRPEFPAKRACVDVQEESNMEALAADFFNRTELGYKEKLTFTESTHVEIKNFSTEKLLQRITEILPQYVSAFANTDGGYLFVGLNEDKEVIGFKAEKSYLTKLEEVTKNSIGKLPVHHFCVEKGT.... Result: 1 (interaction). (2) The miRNA is hsa-miR-5195-5p with sequence AACCCCUAAGGCAACUGGAUGG. The protein sequence of the target gene is MDQEGGGDGQKAPSFQWRNYKLIVDPALDPALRRPSQKVYRYDGVHFSVNDSKYIPVEDLQDPRCHVRSKNRDFSLPVPKFKLDEFYIGQIPLKEVTFARLNDNVRETFLKDMCRKYGEVEEVEILLHPRTRKHLGLARVLFTSTRGAKETVKNLHLTSVMGNIIHAQLDIKGQQRMKYYELIVNGSYTPQTVPTGGKALSEKFQGSGAATETAESRRRSSSDTAAYPAGTTAVGTPGNGTPCSQDTSFSSSRQDTPSSFGQFTPQSSQGTPYTSRGSTPYSQDSAYSSSTTSTSFKPRR.... Result: 1 (interaction). (3) The miRNA is mmu-miR-1264-3p with sequence CAAAUCUUAUUUGAGCACCUGU. The protein sequence of the target gene is MSKAGGCRGCGCRVPQRASWSLVAATAALCLVLATSVCTAGAAPMSREEKQKLGNQVLEMFDHAYGNYMEHAYPADELMPLTCRGRVRGQEPSRGDVDDALGKFSLTLIDSLDTLVVLNKTKEFEDAVRKVLRDVNLDNDVVVSVFETNIRVLGGLLGGHSLAIMLKEKGEHMQWYNDELLHMAKQLGYKLLPAFNTTSGLPYPRINLKFGIRKPEARTGTETDTCTACAGTLILEFAALSRFTGATIFEEYARKALDFLWEKRQRSSNLVGVTINIHTGDWVRKDSGVGAGIDSYYEYL.... Result: 1 (interaction). (4) The miRNA is hsa-miR-181b-2-3p with sequence CUCACUGAUCAAUGAAUGCA. The protein sequence of the target gene is MEVMNLMEQPIKVTEWQQTYTYDSGIHSGANTCVPSVSSKGIMEEDEACGRQYTLKKTTTYTQGVPPSQGDLEYQMSTTARAKRVREAMCPGVSGEDSSLLLATQVEGQATNLQRLAEPSQLLKSAIVHLINYQDDAELATRALPELTKLLNDEDPVVVTKAAMIVNQLSKKEASRRALMGSPQLVAAVVRTMQNTSDLDTARCTTSILHNLSHHREGLLAIFKSGGIPALVRMLSSPVESVLFYAITTLHNLLLYQEGAKMAVRLADGLQKMVPLLNKNNPKFLAITTDCLQLLAYGNQ.... Result: 0 (no interaction). (5) The miRNA is hsa-miR-103a-3p with sequence AGCAGCAUUGUACAGGGCUAUGA. The protein sequence of the target gene is MASARKASRPMRDVFGDFSDVSLEDSTMEEIRNFQISRNLTKIAPGHSRFLKRNQTLDEKHLLLKENPVLGSGPRLASCRPPTTASRIRANAALMKLAQLETRIMNRKLQRNLSDTESDSMTADAGLPKRADRILSGGALELASQNTDKTSQNQARELPVTENNAQNAKVSRFLKKKQAPVENISPEAPAGKERTLQTPKQKEPARTFDSPDSDEEEMKVLLGSLMDSSREKNTNQGFSSANVSEEEERKLFSVPSQLRAFTVPSVELSSAKPSQTSHLPTSLAADRTLHSTRSRADYPQ.... Result: 0 (no interaction). (6) The miRNA is mmu-miR-340-5p with sequence UUAUAAAGCAAUGAGACUGAUU. The protein sequence of the target gene is MPGPLRLLCFFALGLLGSAGPSGAAPPLCAAPCSCDGDRRVDCSGKGLTAVPEGLSAFTQALDISMNNITQLPEDAFKNFPFLEELQLAGNDLSFIHPKALSGLKELKVLTLQNNQLKTVPSEAIRGLSALQSLRLDANHITSVPEDSFEGLVQLRHLWLDDNILTEVPVRPLSNLPTLQALTLALNNISSIPDFAFTNLSSLVVLHLHNNKIKSLSQHCFDGLDNLETLDLNYNNLDEFPQAIKALPSLKELGFHSNSISVIPDGAFAGNPLLRTIHLYDNPLSFVGNSAFHNLSDLHS.... Result: 1 (interaction). (7) The miRNA is hsa-miR-3193 with sequence UCCUGCGUAGGAUCUGAGGAGU. The protein sequence of the target gene is MAEEMESSLEASFSSSGAVSGASGFLPPARSRIFKIIVIGDSNVGKTCLTYRFCAGRFPDRTEATIGVDFRERAVEIDGERIKIQLWDTAGQERFRKSMVQHYYRNVHAVVFVYDMTNMASFHSLPSWIEECKQHLLANDIPRILVGNKCDLRSAIQVPTDLAQKFADTHSMPLFETSAKNPNDNDHVEAIFMTLAHKLKSHKPLMLSQPPDNGIILKPEPKPAMTCWC. Result: 0 (no interaction). (8) The miRNA is hsa-miR-3913-3p with sequence AGACAUCAAGAUCAGUCCCAAA. The protein sequence of the target gene is MEANPAGSGAGGGGSSGIGGEDGVHFQSYPFDFLEFLNHQRFEPMELYGEHAKAVAALPCAPGPPPQPPPQPPPPQYDYPPQSTFKPKAEVPSSSSSSSSSSSSSSSSSSSSSSSSSQAKKPDPPLPPAFGAPPPPLFDAAFPTPQWGIVDLSGHQHLFGNLKRGGPASGPGVTPGLGAPAGAPGPLPAPSQTPPGPPAAAACDPTKDDKGYFRRLKYLMERRFPCGVCQKSFKQSSHLVQHMLVHSGERPYECGVCGRTYNHVSSLIRHRRCHKDVPPAAGGPPQPGPHLPPLGLPAPA.... Result: 0 (no interaction). (9) The miRNA is hsa-miR-5004-5p with sequence UGAGGACAGGGCAAAUUCACGA. The protein sequence of the target gene is MCCWPLLLLWGLLPGTAAGGSGRTYPHRTLLDSEGKYWLGWSQRGSQIAFRLQVRTAGYVGFGFSPTGAMASADIVVGGVAHGRPYLQDYFTNANRELKKDAQQDYHLEYAMENSTHTIIEFTRELHTCDINDKSITDSTVRVIWAYHHEDAGEAGPKYHDSNRGTKSLRLLNPEKTSVLSTALPYFDLVNQDVPIPNKDTTYWCQMFKIPVFQEKHHVIKVEPVIQRGHESLVHHILLYQCSNNFNDSVLESGHECYHPNMPDAFLTCETVIFAWAIGGEGFSYPPHVGLSLGTPLDPH.... Result: 0 (no interaction). (10) The miRNA is hsa-miR-6754-3p with sequence UCUUCACCUGCCUCUGCCUGCA. The protein sequence of the target gene is MTAEGPSPPARWHRRLPGLWAAALLLLGLPRLSVRADGKFFVLESQNGSQGLQLEAARLSCKSRGAHLASADELRRVVQDCSFAVCTTGWLADGTLGTTVCSKGSGEQQIMRAVDVRIESNPVPGGTYSALCIKDEEKPCGDPPSFPHTILQGRTGLEMGDELLYVCAPGHIMGHRETAFTLLCNSCGEWYGLVQACGKDEAEAHIDYEDNFPDDRSVSFRELMEDSRTEADEDRGQGDSSEEAPKQDRLVSISVGRENIARDKVFVPTTGLPGAGSSVPADSPGSRLLQKHLFWFPAEA.... Result: 1 (interaction).